This data is from Reaction yield outcomes from USPTO patents with 853,638 reactions. The task is: Predict the reaction yield, written as a fraction of the theoretical maximum amount of product (1.0 means a 100% yield; for example, 0.34 means a 34% yield). (1) The reactants are Cl.Cl[CH2:3][CH2:4][N:5]1[CH2:9][CH2:8][CH2:7][CH2:6]1.[Cl:10][C:11]1[CH:30]=[CH:29][C:14]([NH:15][C:16]2[C:25]3[C:20](=[CH:21][C:22]([OH:28])=[C:23]([O:26][CH3:27])[CH:24]=3)[N:19]=[CH:18][N:17]=2)=[C:13]([F:31])[CH:12]=1.C(=O)([O-])[O-].[K+].[K+]. The catalyst is CN(C=O)C. The product is [Cl:10][C:11]1[CH:30]=[CH:29][C:14]([NH:15][C:16]2[C:25]3[C:20](=[CH:21][C:22]([O:28][CH2:3][CH2:4][N:5]4[CH2:9][CH2:8][CH2:7][CH2:6]4)=[C:23]([O:26][CH3:27])[CH:24]=3)[N:19]=[CH:18][N:17]=2)=[C:13]([F:31])[CH:12]=1. The yield is 0.100. (2) The reactants are [CH3:1][C:2]1[CH:7]=[CH:6][C:5]([C:8]2[C:16]3[CH2:15][CH2:14][CH2:13][CH2:12][C:11]=3[NH:10][N:9]=2)=[CH:4][CH:3]=1. The catalyst is C1[C@H]2[C@@H](CCCC2)CCC1.[Pd]. The product is [CH3:1][C:2]1[CH:3]=[CH:4][C:5]([C:8]2[C:16]3[C:11](=[CH:12][CH:13]=[CH:14][CH:15]=3)[NH:10][N:9]=2)=[CH:6][CH:7]=1. The yield is 0.820. (3) The reactants are [F:1][C:2]1[CH:7]=[CH:6][C:5]([C@:8]2([CH2:32][CH2:33][CH2:34][OH:35])[O:13][C:12](=[O:14])[N:11]([C@H:15]([C:17]3[CH:22]=[CH:21][C:20](B4OC(C)(C)C(C)(C)O4)=[CH:19][CH:18]=3)[CH3:16])[CH2:10][CH2:9]2)=[CH:4][CH:3]=1.Br[C:37]1[CH:38]=[N:39][C:40]([CH3:43])=[N:41][CH:42]=1.C([O-])([O-])=O.[Cs+].[Cs+]. The catalyst is O1CCOCC1.Cl[Pd](Cl)([P](C1C=CC=CC=1)(C1C=CC=CC=1)C1C=CC=CC=1)[P](C1C=CC=CC=1)(C1C=CC=CC=1)C1C=CC=CC=1. The product is [F:1][C:2]1[CH:3]=[CH:4][C:5]([C@:8]2([CH2:32][CH2:33][CH2:34][OH:35])[O:13][C:12](=[O:14])[N:11]([C@H:15]([C:17]3[CH:18]=[CH:19][C:20]([C:37]4[CH:38]=[N:39][C:40]([CH3:43])=[N:41][CH:42]=4)=[CH:21][CH:22]=3)[CH3:16])[CH2:10][CH2:9]2)=[CH:6][CH:7]=1. The yield is 0.390. (4) The reactants are [Cl:1][C:2]1[CH:7]=[C:6]([Cl:8])[CH:5]=[CH:4][C:3]=1[C:9]1[N:10]=[C:11](/[CH:18]=[CH:19]/[C:20]2[CH:25]=[CH:24][C:23]([C:26]3[CH:31]=[CH:30][C:29]([O:32][CH3:33])=[CH:28][CH:27]=3)=[CH:22][CH:21]=2)[N:12]([CH2:14][C:15]([OH:17])=O)[CH:13]=1.[CH3:34][C:35]([CH3:40])([CH3:39])[CH2:36][CH2:37][NH2:38]. No catalyst specified. The product is [Cl:1][C:2]1[CH:7]=[C:6]([Cl:8])[CH:5]=[CH:4][C:3]=1[C:9]1[N:10]=[C:11](/[CH:18]=[CH:19]/[C:20]2[CH:21]=[CH:22][C:23]([C:26]3[CH:31]=[CH:30][C:29]([O:32][CH3:33])=[CH:28][CH:27]=3)=[CH:24][CH:25]=2)[N:12]([CH2:14][C:15]([NH:38][CH2:37][CH2:36][C:35]([CH3:40])([CH3:39])[CH3:34])=[O:17])[CH:13]=1. The yield is 0.820. (5) The reactants are N(C(OC(C)(C)C)=O)=NC(OC(C)(C)C)=O.C(P(CCCC)CCCC)CCC.[Cl:30][C:31]1[CH:32]=[C:33]2[C:38](=[CH:39][CH:40]=1)[N:37]([C@@H:41]([CH2:51][CH2:52]O)[C:42]([NH:44][C:45]1[CH:50]=[CH:49][CH:48]=[CH:47][CH:46]=1)=[O:43])[CH2:36][CH2:35][CH2:34]2. The catalyst is C1COCC1. The product is [Cl:30][C:31]1[CH:32]=[C:33]2[C:38](=[CH:39][CH:40]=1)[N:37]([C@H:41]1[CH2:51][CH2:52][N:44]([C:45]3[CH:50]=[CH:49][CH:48]=[CH:47][CH:46]=3)[C:42]1=[O:43])[CH2:36][CH2:35][CH2:34]2. The yield is 1.00. (6) The reactants are C(NC(C1SC(N2CCN(CC3C=C(C=CC=3)C(OCC)=O)C2=O)=NC=1C)=O)C1C=CC=CC=1.[F:35][C:36]1[CH:62]=[CH:61][C:39]([CH2:40][N:41]2[CH2:45][CH2:44][N:43]([C:46]3[S:47][C:48]([C:55]([O:57]CC)=[O:56])=[C:49]([C:51]([F:54])([F:53])[F:52])[N:50]=3)[C:42]2=[O:60])=[CH:38][CH:37]=1. No catalyst specified. The product is [F:35][C:36]1[CH:37]=[CH:38][C:39]([CH2:40][N:41]2[CH2:45][CH2:44][N:43]([C:46]3[S:47][C:48]([C:55]([OH:57])=[O:56])=[C:49]([C:51]([F:54])([F:52])[F:53])[N:50]=3)[C:42]2=[O:60])=[CH:61][CH:62]=1. The yield is 0.690.